This data is from Reaction yield outcomes from USPTO patents with 853,638 reactions. The task is: Predict the reaction yield, written as a fraction of the theoretical maximum amount of product (1.0 means a 100% yield; for example, 0.34 means a 34% yield). (1) The product is [CH3:16][NH:15][C:13]([C:8]1[CH:7]=[CH:6][C:5]2[C:10](=[CH:11][CH:12]=[C:3]([C:2]([C:17]3[N:18]=[CH:19][N:20]([C:22]([C:23]4[CH:28]=[CH:27][CH:26]=[CH:25][CH:24]=4)([C:29]4[CH:30]=[CH:31][CH:32]=[CH:33][CH:34]=4)[C:35]4[CH:40]=[CH:39][CH:38]=[CH:37][CH:36]=4)[CH:21]=3)=[O:1])[CH:4]=2)[CH:9]=1)=[O:14]. The reactants are [OH:1][CH:2]([C:17]1[N:18]=[CH:19][N:20]([C:22]([C:35]2[CH:40]=[CH:39][CH:38]=[CH:37][CH:36]=2)([C:29]2[CH:34]=[CH:33][CH:32]=[CH:31][CH:30]=2)[C:23]2[CH:28]=[CH:27][CH:26]=[CH:25][CH:24]=2)[CH:21]=1)[C:3]1[CH:4]=[C:5]2[C:10](=[CH:11][CH:12]=1)[CH:9]=[C:8]([C:13]([NH:15][CH3:16])=[O:14])[CH:7]=[CH:6]2.CN(C)C(=O)C.C(OC(C)C)(C)C. The yield is 0.820. The catalyst is [O-2].[O-2].[Mn+4].C(OCC)(=O)C. (2) The reactants are [Br:1][C:2]1[C:3](N)=[N:4][CH:5]=[C:6]([F:8])[CH:7]=1.[Br:10]Br.N([O-])=O.[Na+].S([O-])([O-])=O.[Na+].[Na+]. The catalyst is Br.O. The product is [Br:10][C:3]1[C:2]([Br:1])=[CH:7][C:6]([F:8])=[CH:5][N:4]=1. The yield is 0.500. (3) The reactants are FC(F)(F)S(O[C:7]1[C:8]([N+:14]([O-:16])=[O:15])=[N:9][C:10]([CH3:13])=[CH:11][CH:12]=1)(=O)=O.[NH:19]1[CH2:24][CH2:23][CH:22]([NH:25][C:26](=[O:32])[O:27][C:28]([CH3:31])([CH3:30])[CH3:29])[CH2:21][CH2:20]1.C(N(CC)CC)C. The catalyst is C(#N)C. The product is [CH3:13][C:10]1[N:9]=[C:8]([N+:14]([O-:16])=[O:15])[C:7]([N:19]2[CH2:20][CH2:21][CH:22]([NH:25][C:26](=[O:32])[O:27][C:28]([CH3:30])([CH3:29])[CH3:31])[CH2:23][CH2:24]2)=[CH:12][CH:11]=1. The yield is 1.00. (4) The reactants are [Cl-].[Al+3].[Cl-].[Cl-].[C:5](OC(=O)C)(=[O:7])[CH3:6].[CH2:12]([O:14][C:15]([C:17]1[NH:18][C:19]([CH3:23])=[C:20]([CH3:22])[CH:21]=1)=[O:16])[CH3:13]. The catalyst is ClC(Cl)C. The product is [CH2:12]([O:14][C:15]([C:17]1[NH:18][C:19]([CH3:23])=[C:20]([CH3:22])[C:21]=1[C:5](=[O:7])[CH3:6])=[O:16])[CH3:13]. The yield is 0.600. (5) The reactants are CS(O)(=O)=O.[O:6]=[C:7]1[N:20]([CH:21]2[CH2:26][CH2:25][NH:24][CH2:23][CH2:22]2)[CH2:19][C:11]2[C:12]3[CH:13]=[N:14][NH:15][C:16]=3[CH:17]=[CH:18][C:10]=2[CH2:9][C@H:8]1[NH:27][C:28](=[O:37])[O:29][CH2:30][C:31]1[CH:36]=[CH:35][CH:34]=[CH:33][CH:32]=1.C(N(CC)CC)C.[C:45](OC(=O)C)(=[O:47])[CH3:46].C(=O)([O-])[O-].[K+].[K+]. The catalyst is ClCCl. The product is [C:45]([N:24]1[CH2:25][CH2:26][CH:21]([N:20]2[C:7](=[O:6])[C@H:8]([NH:27][C:28](=[O:37])[O:29][CH2:30][C:31]3[CH:36]=[CH:35][CH:34]=[CH:33][CH:32]=3)[CH2:9][C:10]3[CH:18]=[CH:17][C:16]4[NH:15][N:14]=[CH:13][C:12]=4[C:11]=3[CH2:19]2)[CH2:22][CH2:23]1)(=[O:47])[CH3:46]. The yield is 0.430. (6) The reactants are O=[C:2]1[NH:10][C:9]2[C:4](=[N:5][C:6]([C:11]3[CH:12]=[N:13][N:14]4[CH:19]=[CH:18][C:17]([C:20]#[N:21])=[CH:16][C:15]=34)=[N:7][CH:8]=2)[N:3]1[CH:22]1[CH2:27][CH2:26][O:25][CH2:24][CH2:23]1.[CH3:28][N:29]1[CH:33]=[CH:32][N:31]=[C:30]1C=O. The catalyst is CC(O)=O.CC(N(C)C)=O. The product is [CH3:28][N:29]1[CH:33]=[CH:32][N:31]=[C:30]1[C:2]1[N:3]([CH:22]2[CH2:23][CH2:24][O:25][CH2:26][CH2:27]2)[C:4]2[C:9]([N:10]=1)=[CH:8][N:7]=[C:6]([C:11]1[CH:12]=[N:13][N:14]3[CH:19]=[CH:18][C:17]([C:20]#[N:21])=[CH:16][C:15]=13)[N:5]=2. The yield is 0.310. (7) The reactants are [Br:1][C:2]1[CH:11]=[CH:10][C:5]2[N:6]=[C:7]([NH2:9])[S:8][C:4]=2[CH:3]=1.[CH3:12][C:13](=O)[CH2:14][CH2:15][C:16](=O)[CH3:17].CC1C=CC(S([O-])(=O)=O)=CC=1.C1C=C[NH+]=CC=1.O. The product is [Br:1][C:2]1[CH:11]=[CH:10][C:5]2[N:6]=[C:7]([N:9]3[C:16]([CH3:17])=[CH:15][CH:14]=[C:13]3[CH3:12])[S:8][C:4]=2[CH:3]=1. The catalyst is C1C=CC=CC=1. The yield is 0.840. (8) The reactants are [Cl:1][C:2]1[CH:3]=[CH:4][C:5]2[O:18][CH:17]([C:19](O)=[O:20])[N:8]3[C:9]4[CH:10]=[CH:11][CH:12]=[C:13]([F:16])[C:14]=4[CH:15]=[C:7]3[C:6]=2[N:22]=1.CCN(CC)CC.[NH:30]1[CH2:35][CH2:34][O:33][CH2:32][CH2:31]1. The catalyst is O=S(Cl)Cl.ClCCl.O. The product is [Cl:1][C:2]1[CH:3]=[CH:4][C:5]2[O:18][CH:17]([C:19]([N:30]3[CH2:35][CH2:34][O:33][CH2:32][CH2:31]3)=[O:20])[N:8]3[C:9]4[CH:10]=[CH:11][CH:12]=[C:13]([F:16])[C:14]=4[CH:15]=[C:7]3[C:6]=2[N:22]=1. The yield is 0.329. (9) The reactants are O.[OH-].[Li+].[Cl:4][C:5]1[CH:10]=[CH:9][C:8](/[C:11](=[N:22]\[O:23][CH2:24][C:25]2[CH:30]=[CH:29][C:28]([O:31][CH2:32][C:33]3[N:34]=[C:35]([C:39]4[CH:44]=[CH:43][CH:42]=[CH:41][CH:40]=4)[O:36][C:37]=3[CH3:38])=[CH:27][CH:26]=2)/[CH2:12][CH2:13][CH2:14][CH2:15][CH2:16][CH2:17][C:18]([O:20]C)=[O:19])=[CH:7][CH:6]=1.O.Cl. The catalyst is O1CCCC1.CO. The product is [Cl:4][C:5]1[CH:6]=[CH:7][C:8](/[C:11](=[N:22]\[O:23][CH2:24][C:25]2[CH:30]=[CH:29][C:28]([O:31][CH2:32][C:33]3[N:34]=[C:35]([C:39]4[CH:40]=[CH:41][CH:42]=[CH:43][CH:44]=4)[O:36][C:37]=3[CH3:38])=[CH:27][CH:26]=2)/[CH2:12][CH2:13][CH2:14][CH2:15][CH2:16][CH2:17][C:18]([OH:20])=[O:19])=[CH:9][CH:10]=1. The yield is 0.870. (10) The yield is 0.820. The product is [Br:1][C:2]1[CH:7]=[CH:6][C:5]([O:8][CH2:17][CH2:18][CH2:19][F:20])=[C:4]([F:9])[CH:3]=1. The catalyst is CN1C(=O)N(C)CC1. The reactants are [Br:1][C:2]1[CH:7]=[CH:6][C:5]([OH:8])=[C:4]([F:9])[CH:3]=1.CC(C)([O-])C.[K+].I[CH2:17][CH2:18][CH2:19][F:20].